Dataset: Reaction yield outcomes from USPTO patents with 853,638 reactions. Task: Predict the reaction yield, written as a fraction of the theoretical maximum amount of product (1.0 means a 100% yield; for example, 0.34 means a 34% yield). (1) The reactants are [CH3:1][N:2]([CH3:43])[CH2:3][CH2:4][NH:5][C:6]([C:8]1[C:17]2[N:16]=[C:15]3[C:18]([CH3:22])=[CH:19][CH:20]=[CH:21][C:14]3=[CH:13][C:12]=2[C:11](=[O:23])[N:10]([CH2:24][CH2:25][C:26]2[C:34]3[C:29](=[CH:30][CH:31]=[CH:32][CH:33]=3)[N:28](C(NCCN(C)C)=O)[CH:27]=2)[CH:9]=1)=[O:7].[OH-].[Na+]. The catalyst is C(O)C. The product is [CH3:43][N:2]([CH3:1])[CH2:3][CH2:4][NH:5][C:6]([C:8]1[C:17]2[N:16]=[C:15]3[C:18]([CH3:22])=[CH:19][CH:20]=[CH:21][C:14]3=[CH:13][C:12]=2[C:11](=[O:23])[N:10]([CH2:24][CH2:25][C:26]2[C:34]3[C:29](=[CH:30][CH:31]=[CH:32][CH:33]=3)[NH:28][CH:27]=2)[CH:9]=1)=[O:7]. The yield is 0.900. (2) The product is [OH:25][CH2:24][CH2:26][NH:27][C:21]([C:18]1[CH:17]=[CH:16][C:15]([O:14][CH2:13][C:3]2[C:4]([C:7]3[CH:12]=[CH:11][CH:10]=[CH:9][N:8]=3)=[N:5][O:6][C:2]=2[CH3:1])=[CH:20][N:19]=1)=[O:23]. No catalyst specified. The yield is 0.960. The reactants are [CH3:1][C:2]1[O:6][N:5]=[C:4]([C:7]2[CH:12]=[CH:11][CH:10]=[CH:9][N:8]=2)[C:3]=1[CH2:13][O:14][C:15]1[CH:16]=[CH:17][C:18]([C:21]([OH:23])=O)=[N:19][CH:20]=1.[CH2:24]([CH2:26][NH2:27])[OH:25]. (3) The reactants are [CH3:1][O:2][C:3]1[CH:4]=[C:5]2[C:10](=[CH:11][CH:12]=1)[N:9]=[CH:8][C:7]([CH2:13]O)=[CH:6]2.O=S(Cl)[Cl:17]. The catalyst is C(Cl)Cl. The product is [ClH:17].[Cl:17][CH2:13][C:7]1[CH:8]=[N:9][C:10]2[C:5]([CH:6]=1)=[CH:4][C:3]([O:2][CH3:1])=[CH:12][CH:11]=2. The yield is 0.980. (4) The reactants are [CH2:1]([OH:4])[CH2:2][OH:3].[C:5](#[N:8])[CH:6]=[CH2:7].Cl. The catalyst is CO. The product is [CH2:1]([O:4][CH2:7][CH2:6][C:5]#[N:8])[CH2:2][O:3][CH2:7][CH2:6][C:5]#[N:8]. The yield is 0.399. (5) The reactants are [Cl:1][C:2]1[CH:10]=[CH:9][CH:8]=[C:7]2[C:3]=1[C:4]([C:23](=[O:34])[NH:24][CH2:25][CH:26]1[CH2:31][CH2:30][C:29]([F:33])([F:32])[CH2:28][CH2:27]1)=[CH:5][N:6]2[CH:11]1[CH2:15][CH2:14][N:13](C(OC(C)(C)C)=O)[CH2:12]1.C(O)(C(F)(F)F)=O. The catalyst is C(Cl)Cl. The product is [Cl:1][C:2]1[CH:10]=[CH:9][CH:8]=[C:7]2[C:3]=1[C:4]([C:23]([NH:24][CH2:25][CH:26]1[CH2:31][CH2:30][C:29]([F:33])([F:32])[CH2:28][CH2:27]1)=[O:34])=[CH:5][N:6]2[CH:11]1[CH2:15][CH2:14][NH:13][CH2:12]1. The yield is 0.310. (6) The reactants are [N:1]1[N:5]2[C:9](=[O:10])[C:4]3[N:5]([N:1]=[CH:2][CH:3]=3)[C:9](=[O:10])[C:4]2=[CH:3][CH:2]=1.[CH3:15][NH:16][C:17]1[CH:22]=[CH:21][CH:20]=[CH:19][CH:18]=1.CCO.CCCC(C)C. The catalyst is CN(C1C=CN=CC=1)C.O. The product is [CH3:15][N:16]([C:17]1[CH:22]=[CH:21][CH:20]=[CH:19][CH:18]=1)[C:9]([C:4]1[CH:3]=[CH:2][NH:1][N:5]=1)=[O:10]. The yield is 0.470.